Dataset: Reaction yield outcomes from USPTO patents with 853,638 reactions. Task: Predict the reaction yield, written as a fraction of the theoretical maximum amount of product (1.0 means a 100% yield; for example, 0.34 means a 34% yield). (1) The reactants are C(N(C(C)C)CC)(C)C.[NH2:10][C:11]1[CH:26]=[CH:25][C:24]([Cl:27])=[CH:23][C:12]=1[C:13]([NH:15][CH2:16][CH:17]1[CH2:22][CH2:21][CH2:20][CH2:19][CH2:18]1)=[O:14].[N:28]1[C:37]2[CH:36]=[CH:35][CH:34]=[C:33]([C:38](O)=[O:39])[C:32]=2[CH:31]=[CH:30][CH:29]=1.CN(C(ON1N=NC2C=CC=NC1=2)=[N+](C)C)C.F[P-](F)(F)(F)(F)F. No catalyst specified. The product is [Cl:27][C:24]1[CH:25]=[CH:26][C:11]([NH:10][C:38]([C:33]2[C:32]3[CH:31]=[CH:30][CH:29]=[N:28][C:37]=3[CH:36]=[CH:35][CH:34]=2)=[O:39])=[C:12]([C:13]([NH:15][CH2:16][CH:17]2[CH2:22][CH2:21][CH2:20][CH2:19][CH2:18]2)=[O:14])[CH:23]=1. The yield is 0.290. (2) The reactants are [NH2:1][C:2]1[C:7]([C:8]([OH:11])([CH3:10])[CH3:9])=[CH:6][CH:5]=[C:4]([CH2:12][CH2:13][CH2:14][CH2:15][CH2:16][N:17]2[CH2:22][CH2:21][N:20]([C:23]3[CH:28]=[CH:27][CH:26]=[C:25]([Cl:29])[C:24]=3[Cl:30])[CH2:19][CH2:18]2)[N:3]=1.CCN(CC)CC.[C:38](Cl)(Cl)=[O:39].CO. The catalyst is C1COCC1.C1(C)C=CC=CC=1. The product is [Cl:30][C:24]1[C:25]([Cl:29])=[CH:26][CH:27]=[CH:28][C:23]=1[N:20]1[CH2:19][CH2:18][N:17]([CH2:16][CH2:15][CH2:14][CH2:13][CH2:12][C:4]2[CH:5]=[CH:6][C:7]3[C:8]([CH3:10])([CH3:9])[O:11][C:38](=[O:39])[NH:1][C:2]=3[N:3]=2)[CH2:22][CH2:21]1. The yield is 0.880. (3) The reactants are [F:1][C:2]([F:15])([C:8]1(O)[CH2:13][CH2:12][CH2:11][CH2:10][O:9]1)[C:3]([O:5][CH2:6][CH3:7])=[O:4].C([SiH](CC)CC)C.C(O)(C(F)(F)F)=O. No catalyst specified. The product is [F:15][C:2]([F:1])([CH:8]1[CH2:13][CH2:12][CH2:11][CH2:10][O:9]1)[C:3]([O:5][CH2:6][CH3:7])=[O:4]. The yield is 0.780.